This data is from Peptide-MHC class II binding affinity with 134,281 pairs from IEDB. The task is: Regression. Given a peptide amino acid sequence and an MHC pseudo amino acid sequence, predict their binding affinity value. This is MHC class II binding data. (1) The peptide sequence is CAVVIIGVLHQNFKD. The binding affinity (normalized) is 0. The MHC is HLA-DQA10201-DQB10402 with pseudo-sequence HLA-DQA10201-DQB10402. (2) The peptide sequence is AFKVAATAANAAPAA. The MHC is DRB1_0802 with pseudo-sequence DRB1_0802. The binding affinity (normalized) is 0.785.